This data is from Full USPTO retrosynthesis dataset with 1.9M reactions from patents (1976-2016). The task is: Predict the reactants needed to synthesize the given product. (1) Given the product [CH2:1]([O:3][C:4]([C:6]1[CH:11]=[CH:10][C:9]([CH2:12][C:14]#[N:15])=[CH:8][N:7]=1)=[O:5])[CH3:2], predict the reactants needed to synthesize it. The reactants are: [CH2:1]([O:3][C:4]([C:6]1[CH:11]=[CH:10][C:9]([CH2:12]Cl)=[CH:8][N:7]=1)=[O:5])[CH3:2].[C-:14]#[N:15].[Na+].[Cl-].[NH4+]. (2) Given the product [F:22][C:19]([F:20])([F:21])[O:18][C:15]1[CH:16]=[CH:17][C:12]([C:10]2[O:11][C:7]3[CH:6]=[CH:5][C:4]([NH2:1])=[CH:23][C:8]=3[N:9]=2)=[CH:13][CH:14]=1, predict the reactants needed to synthesize it. The reactants are: [N+:1]([C:4]1[CH:5]=[CH:6][C:7]2[O:11][C:10]([C:12]3[CH:17]=[CH:16][C:15]([O:18][C:19]([F:22])([F:21])[F:20])=[CH:14][CH:13]=3)=[N:9][C:8]=2[CH:23]=1)([O-])=O.C([O-])=O.[NH4+]. (3) Given the product [F:11][C:12]1[CH:17]=[C:16]([F:18])[CH:15]=[CH:14][C:13]=1[C@@:19]([OH:23])([C@@H:20]([OH:22])[CH3:21])[CH2:29][N:24]1[CH:28]=[N:27][CH:26]=[N:25]1, predict the reactants needed to synthesize it. The reactants are: [I-].C[S+](C)(C)=O.[H-].[Na+].[H][H].[F:11][C:12]1[CH:17]=[C:16]([F:18])[CH:15]=[CH:14][C:13]=1[C:19](=[O:23])[C@@H:20]([OH:22])[CH3:21].[NH:24]1[CH:28]=[N:27][CH:26]=[N:25]1.[C:29](=O)([O-])[O-].[K+].[K+]. (4) Given the product [O:1]1[C:5]2[CH:6]=[CH:7][C:8]([CH2:10][N:11]([CH2:48][C:47]3[CH:46]=[CH:45][C:44]4[O:54][CH2:53][O:52][C:51]=4[CH:50]=3)[CH2:12][C:13]3[C:18]([CH2:19][CH2:20][CH2:21][CH3:22])=[C:17]([C:23]4[CH:24]=[CH:25][CH:26]=[CH:27][CH:28]=4)[N:16]=[N:15][C:14]=3[Cl:29])=[CH:9][C:4]=2[O:3][CH2:2]1, predict the reactants needed to synthesize it. The reactants are: [O:1]1[C:5]2[CH:6]=[CH:7][C:8]([CH2:10][NH:11][CH2:12][C:13]3[C:18]([CH2:19][CH2:20][CH2:21][CH3:22])=[C:17]([C:23]4[CH:28]=[CH:27][CH:26]=[CH:25][CH:24]=4)[N:16]=[N:15][C:14]=3[Cl:29])=[CH:9][C:4]=2[O:3][CH2:2]1.[BH-](OC(C)=O)(OC(C)=O)OC(C)=O.[Na+].[CH3:44][CH2:45][CH2:46][CH2:47][CH2:48]C.[CH3:50][CH2:51][O:52][C:53](C)=[O:54].